From a dataset of Full USPTO retrosynthesis dataset with 1.9M reactions from patents (1976-2016). Predict the reactants needed to synthesize the given product. (1) Given the product [F:2][CH:3]([C:6]1[C:15]2[C:10](=[CH:11][CH:12]=[C:13]([O:16][CH3:17])[CH:14]=2)[CH:9]=[CH:8][CH:7]=1)[CH2:4][NH:5][C:24](=[O:26])[CH3:25], predict the reactants needed to synthesize it. The reactants are: Cl.[F:2][CH:3]([C:6]1[C:15]2[C:10](=[CH:11][CH:12]=[C:13]([O:16][CH3:17])[CH:14]=2)[CH:9]=[CH:8][CH:7]=1)[CH2:4][NH2:5].C(=O)([O-])[O-].[K+].[K+].[C:24](Cl)(=[O:26])[CH3:25]. (2) Given the product [CH3:23][N:24]([CH3:28])[CH2:25][CH2:26][NH:27][C:2]1[C:14]2[C:13](=[O:15])[C:12]3[CH:11]=[N:10][CH:9]=[CH:8][C:7]=3[C:6]=2[C:5]2[CH:16]=[CH:17][C:18]([O:20][CH2:21][CH3:22])=[CH:19][C:4]=2[N:3]=1, predict the reactants needed to synthesize it. The reactants are: Cl[C:2]1[C:14]2[C:13](=[O:15])[C:12]3[CH:11]=[N:10][CH:9]=[CH:8][C:7]=3[C:6]=2[C:5]2[CH:16]=[CH:17][C:18]([O:20][CH2:21][CH3:22])=[CH:19][C:4]=2[N:3]=1.[CH3:23][N:24]([CH3:28])[CH2:25][CH2:26][NH2:27].